Task: Predict the product of the given reaction.. Dataset: Forward reaction prediction with 1.9M reactions from USPTO patents (1976-2016) (1) The product is: [CH:21]1([NH:27][C:2]2[CH:7]=[C:6]([CH3:8])[N:5]=[C:4]([NH:9][C:10]([NH:11][C:12]3[CH:17]=[CH:16][C:15]([Cl:18])=[C:14]([Cl:19])[CH:13]=3)=[NH:20])[N:3]=2)[CH2:26][CH2:25][CH2:24][CH2:23][CH2:22]1. Given the reactants Cl[C:2]1[CH:7]=[C:6]([CH3:8])[N:5]=[C:4]([NH:9][C:10](=[NH:20])[NH:11][C:12]2[CH:17]=[CH:16][C:15]([Cl:18])=[C:14]([Cl:19])[CH:13]=2)[N:3]=1.[CH:21]1([NH2:27])[CH2:26][CH2:25][CH2:24][CH2:23][CH2:22]1.C(N(C(C)C)CC)(C)C.C(OCC)(=O)C, predict the reaction product. (2) Given the reactants [Cl:1][C:2]1[CH:7]=[CH:6][C:5]([F:8])=[CH:4][C:3]=1I.[CH3:10][Si:11]([C:14]#[CH:15])([CH3:13])[CH3:12].C(N(CC)C(C)C)(C)C, predict the reaction product. The product is: [Cl:1][C:2]1[CH:7]=[CH:6][C:5]([F:8])=[CH:4][C:3]=1[C:15]#[C:14][Si:11]([CH3:13])([CH3:12])[CH3:10].